This data is from Catalyst prediction with 721,799 reactions and 888 catalyst types from USPTO. The task is: Predict which catalyst facilitates the given reaction. (1) Reactant: C([O:8][C:9]1[C:13]([CH:14]=[O:15])=[CH:12][N:11]([C:16]2[CH:21]=[CH:20][CH:19]=[CH:18][CH:17]=2)[N:10]=1)C1C=CC=CC=1. Product: [OH:8][C:9]1[C:13]([CH:14]=[O:15])=[CH:12][N:11]([C:16]2[CH:17]=[CH:18][CH:19]=[CH:20][CH:21]=2)[N:10]=1. The catalyst class is: 304. (2) Reactant: [Br:1][C:2]1[CH:10]=[C:9]2[C:5]([CH2:6][CH2:7][C:8]2=O)=[CH:4][CH:3]=1.[CH3:12][NH:13][CH3:14].C(O)(=O)C.C([BH3-])#N.[Na+]. Product: [Br:1][C:2]1[CH:10]=[C:9]2[C:5]([CH2:6][CH2:7][CH:8]2[N:13]([CH3:14])[CH3:12])=[CH:4][CH:3]=1. The catalyst class is: 5. (3) Reactant: C(S[C:5]1[CH:10]=[CH:9][C:8](C)=[CH:7][C:6]=1[N+:12]([O-:14])=[O:13])(C)C.Cl[C:16]1[CH:21]=CC=C(C(OO)=O)[CH:17]=1.[C:26](=O)([O-])O.[Na+].[S:31]([O-:34])([O-])=[O:32].[Na+].[Na+]. Product: [CH:16]([S:31]([C:7]1[CH:8]=[C:9]([CH3:26])[CH:10]=[CH:5][C:6]=1[N+:12]([O-:14])=[O:13])(=[O:34])=[O:32])([CH3:21])[CH3:17]. The catalyst class is: 22.